From a dataset of Forward reaction prediction with 1.9M reactions from USPTO patents (1976-2016). Predict the product of the given reaction. (1) Given the reactants CN(C(ON1N=NC2C=CC=NC1=2)=[N+](C)C)C.F[P-](F)(F)(F)(F)F.[NH2:25][C:26]1[C:27]([C:36]([OH:38])=O)=[CH:28][C:29]2[C:34]([CH:35]=1)=[CH:33][CH:32]=[CH:31][CH:30]=2.[O:39]1[CH2:44][CH2:43][CH:42]([O:45][CH2:46][C@@H:47]([C:49]([O:51][CH3:52])=[O:50])[NH2:48])[CH2:41][CH2:40]1.C(N(C(C)C)CC)(C)C, predict the reaction product. The product is: [NH2:25][C:26]1[C:27]([C:36]([NH:48][C@H:47]([C:49]([O:51][CH3:52])=[O:50])[CH2:46][O:45][CH:42]2[CH2:43][CH2:44][O:39][CH2:40][CH2:41]2)=[O:38])=[CH:28][C:29]2[C:34]([CH:35]=1)=[CH:33][CH:32]=[CH:31][CH:30]=2. (2) Given the reactants [CH3:1][O:2][C:3](=[O:25])[C:4]1[CH:9]=[C:8](I)[CH:7]=[N:6][C:5]=1[O:11][C:12]1[CH:17]=[CH:16][C:15]([O:18][C:19]2[CH:24]=[CH:23][CH:22]=[CH:21][CH:20]=2)=[CH:14][CH:13]=1.[C:26]([O:30][C:31](=[O:38])[NH:32][CH:33]1[CH2:37][CH2:36][NH:35][CH2:34]1)([CH3:29])([CH3:28])[CH3:27].C(=O)([O-])[O-].[Cs+].[Cs+], predict the reaction product. The product is: [CH3:1][O:2][C:3](=[O:25])[C:4]1[CH:9]=[C:8]([N:35]2[CH2:36][CH2:37][CH:33]([NH:32][C:31]([O:30][C:26]([CH3:29])([CH3:28])[CH3:27])=[O:38])[CH2:34]2)[CH:7]=[N:6][C:5]=1[O:11][C:12]1[CH:17]=[CH:16][C:15]([O:18][C:19]2[CH:24]=[CH:23][CH:22]=[CH:21][CH:20]=2)=[CH:14][CH:13]=1. (3) Given the reactants C(OC(N1CCC(=C/C=C/C2C=CC=CC=2)CC1)=O)(C)(C)C.[Cl:23][C:24]1[CH:29]=[CH:28][CH:27]=[C:26](/[CH:30]=[CH:31]/[CH:32](P(OCC)(OCC)=O)[CH3:33])[CH:25]=1.C(P(=O)(OCC)OCC)C=CC1C=CC=CC=1.[CH3:59][C:60]1[N:65]=[C:64]([N:66]2[CH2:71][CH2:70][C:69](=O)[CH2:68][CH2:67]2)[C:63]([N+:73]([O-:75])=[O:74])=[CH:62][CH:61]=1, predict the reaction product. The product is: [Cl:23][C:24]1[CH:25]=[C:26](/[CH:30]=[CH:31]/[C:32](=[C:69]2[CH2:70][CH2:71][N:66]([C:64]3[C:63]([N+:73]([O-:75])=[O:74])=[CH:62][CH:61]=[C:60]([CH3:59])[N:65]=3)[CH2:67][CH2:68]2)[CH3:33])[CH:27]=[CH:28][CH:29]=1. (4) Given the reactants CN(C)C=O.[Cl:6][C:7]1[CH:12]=[CH:11][CH:10]=[C:9]([N+:13]([O-:15])=[O:14])[C:8]=1[S:16][C:17]1[N:18]([CH2:25][C@:26]2([CH3:29])[CH2:28][O:27]2)[CH:19]=[C:20]([N+:22]([O-:24])=[O:23])[N:21]=1.[N:30]1([C:36]([O:38][CH2:39][CH:40]=[CH:41][C:42]2[CH:47]=[CH:46][C:45]([C:48]([F:51])([F:50])[F:49])=[CH:44][CH:43]=2)=[O:37])[CH2:35][CH2:34][NH:33][CH2:32][CH2:31]1.O, predict the reaction product. The product is: [Cl:6][C:7]1[CH:12]=[CH:11][CH:10]=[C:9]([N+:13]([O-:15])=[O:14])[C:8]=1[S:16][C:17]1[N:18]([CH2:25][C@:26]([OH:27])([CH3:29])[CH2:28][N:33]2[CH2:32][CH2:31][N:30]([C:36]([O:38][CH2:39][CH:40]=[CH:41][C:42]3[CH:47]=[CH:46][C:45]([C:48]([F:50])([F:51])[F:49])=[CH:44][CH:43]=3)=[O:37])[CH2:35][CH2:34]2)[CH:19]=[C:20]([N+:22]([O-:24])=[O:23])[N:21]=1. (5) Given the reactants C(OC([N:6]1[CH2:12][CH2:11][C:10]2[CH:13]=[CH:14][S:15][C:9]=2[CH:8]([CH3:16])[CH2:7]1)=O)C.C1C(=O)N([Br:24])C(=O)C1, predict the reaction product. The product is: [Br:24][C:14]1[S:15][C:9]2[CH:8]([CH3:16])[CH2:7][NH:6][CH2:12][CH2:11][C:10]=2[CH:13]=1. (6) Given the reactants [N+:1]([C:4]1[CH:5]=[C:6]([NH2:13])[C:7](=[CH:11][CH:12]=1)[C:8]([OH:10])=O)([O-:3])=[O:2].[CH:14]([NH2:16])=O, predict the reaction product. The product is: [N+:1]([C:4]1[CH:5]=[C:6]2[C:7]([C:8](=[O:10])[NH:16][CH:14]=[N:13]2)=[CH:11][CH:12]=1)([O-:3])=[O:2]. (7) Given the reactants [NH:1]([C:3]([CH:5]1[CH2:10][CH2:9][N:8]([C:11]([O:13][C:14]([CH3:17])([CH3:16])[CH3:15])=[O:12])[CH2:7][CH2:6]1)=O)[NH2:2].[C:18]1([CH2:24][C:25](=[NH:29])OCC)[CH:23]=[CH:22][CH:21]=[CH:20][CH:19]=1.CCN(C(C)C)C(C)C.C([O-])(O)=O.[Na+], predict the reaction product. The product is: [CH2:24]([C:25]1[NH:29][C:3]([CH:5]2[CH2:10][CH2:9][N:8]([C:11]([O:13][C:14]([CH3:17])([CH3:16])[CH3:15])=[O:12])[CH2:7][CH2:6]2)=[N:1][N:2]=1)[C:18]1[CH:23]=[CH:22][CH:21]=[CH:20][CH:19]=1. (8) Given the reactants [I:1][C:2]1[CH:12]=[CH:11][C:10]2[CH:9]3[CH2:13][CH2:14][CH:5]([CH2:6][N:7]([C:15](=[O:20])C(F)(F)F)[CH2:8]3)[C:4]=2[CH:3]=1.[NH4+].[OH-].[C:23]([O:27]C(OC([O:27][C:23]([CH3:26])([CH3:25])[CH3:24])=O)=O)([CH3:26])([CH3:25])[CH3:24].O, predict the reaction product. The product is: [C:23]([O:27][C:15]([N:7]1[CH2:6][CH:5]2[CH2:14][CH2:13][CH:9]([C:10]3[CH:11]=[CH:12][C:2]([I:1])=[CH:3][C:4]=32)[CH2:8]1)=[O:20])([CH3:26])([CH3:25])[CH3:24]. (9) Given the reactants [CH:1]([C:4]1[CH:9]=[CH:8][C:7]([C:10]#[C:11][CH2:12][NH:13][C:14](=[O:40])[C:15]2[CH:20]=[CH:19][CH:18]=[C:17]([NH:21][C:22]([C:24]3[C:25]([C:30]4[CH:35]=[CH:34][C:33]([C:36]([F:39])([F:38])[F:37])=[CH:32][CH:31]=4)=[CH:26][CH:27]=[CH:28][CH:29]=3)=[O:23])[CH:16]=2)=[CH:6][CH:5]=1)([CH3:3])[CH3:2], predict the reaction product. The product is: [CH:1]([C:4]1[CH:9]=[CH:8][C:7]([CH2:10][CH2:11][CH2:12][NH:13][C:14](=[O:40])[C:15]2[CH:20]=[CH:19][CH:18]=[C:17]([NH:21][C:22]([C:24]3[C:25]([C:30]4[CH:35]=[CH:34][C:33]([C:36]([F:38])([F:39])[F:37])=[CH:32][CH:31]=4)=[CH:26][CH:27]=[CH:28][CH:29]=3)=[O:23])[CH:16]=2)=[CH:6][CH:5]=1)([CH3:3])[CH3:2].